From a dataset of Experimentally validated miRNA-target interactions with 360,000+ pairs, plus equal number of negative samples. Binary Classification. Given a miRNA mature sequence and a target amino acid sequence, predict their likelihood of interaction. (1) The miRNA is mmu-miR-210-3p with sequence CUGUGCGUGUGACAGCGGCUGA. The protein sequence of the target gene is MASIMEGPLSKWTNVMKGWQYRWFVLDYNAGLLSYYTSKDKMMRGSRRGCVRLRGAVIGIDDEDDSTFTITVDQKTFHFQARDADEREKWIHALEETILRHTLQLQGLDSGFVPSVQDFDKKLTEADAYLQILIEQLKLFDDKLQNCKEDEQRKKIETLKETTNSMVESIKHCIVLLQIAKDQSNAEKHADGMISTINPVDAIYQPSPLEPVISTMPSQTVLPPEPVQLCKSEQRPSSLPVGPVLATLGHHQTPTPNSTGSGHSPPSSSLTSPSHVNLSPNTVPEFSYSSSEDEFYDADE.... Result: 0 (no interaction). (2) The miRNA is hsa-miR-373-5p with sequence ACUCAAAAUGGGGGCGCUUUCC. The protein sequence of the target gene is MAAFLKMSVSVNFFRPFTRFLVPFTLHRKRNNLTILQRYMSSKIPAVTYPKNESTPPSEELELDKWKTTMKSSVQEECVSTISSSKDEDPLAATREFIEMWRLLGREVPEHITEEELKTLMECVSNTAKKKYLKYLYTKEKVKKARQIKKEMKAAAREEAKNIKLLETTEEDKQKNFLFLRLWDRNMDIAMGWKGAQAMQFGQPLVFDMAYENYMKRKELQNTVSQLLESEGWNRRNVDPFHIYFCNLKIDGALHRELVKRYQEKWDKLLLTSTEKSHVDLFPKDSIIYLTADSPNVMTT.... Result: 1 (interaction). (3) The miRNA is hsa-miR-3974 with sequence AAAGGUCAUUGUAAGGUUAAUGC. The protein sequence of the target gene is MAESDSTDFDLLWYLENLSDKEFQSFKKYLARKILDFKLPQFPLIQMTKEELANVLPISYEGQYIWNMLFSIFSMMRKEDLCRKIIGRRNRNQEACKAVMRRKFMLQWESHTFGKFHYKFFRDVSSDVFYILQLAYDSTSYYSANNLNVFLMGERASGKTIVINLAVLRWIKGEMWQNMISYVVHLTAHEINQMTNSSLAELIAKDWPDGQAPIADILSDPKKLLFILEDLDNIRFELNVNESALCSNSTQKVPIPVLLVSLLKRKMAPGCWFLISSRPTRGNNVKTFLKEVDCCTTLQL.... Result: 1 (interaction). (4) The miRNA is hsa-miR-5001-5p with sequence AGGGCUGGACUCAGCGGCGGAGCU. The protein sequence of the target gene is MDPSVTLWQFLLQLLREQGNGHIISWTSRDGGEFKLVDAEEVARLWGLRKNKTNMNYDKLSRALRYYYDKNIIRKVSGQKFVYKFVSYPEVAGCSTEDCPPQPEVSVTSTMPNVAPAAIHAAPGDTVSGKPGTPKGAGMAGPGGLARSSRNEYMRSGLYSTFTIQSLQPQPPPHPRPAVVLPSAAPAGAAAPPSGSRSTSPSPLEACLEAEEAGLPLQVILTPPEAPNLKSEELNVEPGLGRALPPEVKVEGPKEELEVAGERGFVPETTKAEPEVPPQEGVPARLPAVVMDTAGQAGGH.... Result: 1 (interaction). (5) The miRNA is hsa-miR-1245b-3p with sequence UCAGAUGAUCUAAAGGCCUAUA. The protein sequence of the target gene is MSVPSSLSQSAINANSHGGPALSLPLPLHAAHNQLLNAKLQATAVGPKDLRSAMGEGGGPEPGPANAKWLKEGQNQLRRAATAHRDQNRNVTLTLAEEASQEPEMAPLGPKGLIHLYSELELSAHNAANRGLRGPGLIISTQEQGPDEGEEKAAGEAEEEEEDDDDEEEEEDLSSPPGLPEPLESVEAPPRPQALTDGPREHSKSASLLFGMRNSAASDEDSSWATLSQGSPSYGSPEDTDSFWNPNAFETDSDLPAGWMRVQDTSGTYYWHIPTGTTQWEPPGRASPSQGSSPQEESQL.... Result: 0 (no interaction). (6) The miRNA is mmu-miR-883a-3p with sequence UAACUGCAACAGCUCUCAGUAU. The protein sequence of the target gene is MPHRSLRATVVLLLVILKKQPSSSAPLNGSKWTYVGPAGEKNWSKKYPSCGGLLQSPIDLHSDILQYDASLAPLQFQGYNVSVEKLLNLTNDGHSVRLNLNSDMYIQGLQPHHYRAEQLHLHWGNRNDPHGSEHTVSGKHFAAELHIVHYNSDLYPDFSTASDKSEGLAVLAVLIEIGSANPSYDKIFSHLQHVKYKGQQVLIPGFNIEELLPESPGEYYRYEGSLTTPPCYPTVLWTVFRNPVQISQEQLLALETALYFTHMDDPTPREMINNFRQVQKFDERLVYISFRQGLLTDTGL.... Result: 0 (no interaction).